Predict the reactants needed to synthesize the given product. From a dataset of Full USPTO retrosynthesis dataset with 1.9M reactions from patents (1976-2016). (1) Given the product [F:10][C:6]1[CH:7]=[CH:8][CH:9]=[C:4]2[C:5]=1[NH:14][N:13]=[C:2]2[CH3:1], predict the reactants needed to synthesize it. The reactants are: [CH3:1][C:2]([C:4]1[CH:9]=[CH:8][CH:7]=[C:6]([F:10])[C:5]=1F)=O.O.[NH2:13][NH2:14]. (2) Given the product [CH3:25][C:3]1[C:2]([C:29](=[O:28])[CH2:30][CH3:31])=[CH:7][N:6]2[N:8]=[C:9]([NH:11][C:12](=[O:14])[CH3:13])[N:10]=[C:5]2[C:4]=1[C:15]1[CH:20]=[CH:19][CH:18]=[C:17]([C:21]([F:24])([F:23])[F:22])[CH:16]=1, predict the reactants needed to synthesize it. The reactants are: Br[C:2]1[C:3]([CH3:25])=[C:4]([C:15]2[CH:20]=[CH:19][CH:18]=[C:17]([C:21]([F:24])([F:23])[F:22])[CH:16]=2)[C:5]2[N:6]([N:8]=[C:9]([NH:11][C:12](=[O:14])[CH3:13])[N:10]=2)[CH:7]=1.C([O:28][CH:29]=[CH:30][CH3:31])C.C(N(CC)CC)C.CC1C(P(C2C(C)=CC=CC=2)C2C(C)=CC=CC=2)=CC=CC=1.